This data is from Forward reaction prediction with 1.9M reactions from USPTO patents (1976-2016). The task is: Predict the product of the given reaction. (1) Given the reactants [Cl:1][C:2]1[C:3]([CH3:49])=[C:4]([C:18]2[C:26]3[C:25]([O:27][C@H:28]([CH2:34][C:35]4[CH:40]=[CH:39][CH:38]=[CH:37][C:36]=4[O:41]C4CCCCO4)[C:29]([O:31][CH2:32][CH3:33])=[O:30])=[N:24][CH:23]=[N:22][C:21]=3[S:20][C:19]=2[I:48])[CH:5]=[CH:6][C:7]=1[O:8][CH2:9][CH2:10][N:11]1[CH2:16][CH2:15][N:14]([CH3:17])[CH2:13][CH2:12]1.Cl, predict the reaction product. The product is: [Cl:1][C:2]1[C:3]([CH3:49])=[C:4]([C:18]2[C:26]3[C:25]([O:27][C@H:28]([CH2:34][C:35]4[CH:40]=[CH:39][CH:38]=[CH:37][C:36]=4[OH:41])[C:29]([O:31][CH2:32][CH3:33])=[O:30])=[N:24][CH:23]=[N:22][C:21]=3[S:20][C:19]=2[I:48])[CH:5]=[CH:6][C:7]=1[O:8][CH2:9][CH2:10][N:11]1[CH2:12][CH2:13][N:14]([CH3:17])[CH2:15][CH2:16]1. (2) Given the reactants [N:1]1[CH:6]=[CH:5][CH:4]=[C:3]([CH2:7][CH2:8][CH2:9][OH:10])[CH:2]=1.C1(P(C2C=CC=CC=2)C2C=CC=CC=2)C=CC=CC=1.N(C(OC(C)C)=O)=NC(OC(C)C)=O.[Br:44][C:45]1[CH:46]=[C:47]([S:51][C:52]2[C:57](O)=[CH:56][CH:55]=[CH:54][N:53]=2)[CH:48]=[CH:49][CH:50]=1, predict the reaction product. The product is: [Br:44][C:45]1[CH:46]=[C:47]([S:51][C:52]2[C:57]([O:10][CH2:9][CH2:8][CH2:7][C:3]3[CH:2]=[N:1][CH:6]=[CH:5][CH:4]=3)=[CH:56][CH:55]=[CH:54][N:53]=2)[CH:48]=[CH:49][CH:50]=1. (3) The product is: [CH2:1](/[N:5]=[CH:6]/[C:7]1[C:12]([CH2:15][CH3:16])=[CH:11][CH:10]=[CH:9][C:8]=1[Cl:14])[CH2:2][CH2:3][CH3:4]. Given the reactants [CH2:1](/[N:5]=[CH:6]/[C:7]1[C:12](F)=[CH:11][CH:10]=[CH:9][C:8]=1[Cl:14])[CH2:2][CH2:3][CH3:4].[CH2:15]([Mg]Br)[CH3:16], predict the reaction product. (4) Given the reactants [CH2:1]1[CH2:6][CH2:5][C:4]([CH2:11][NH2:12])([CH2:7][C:8]([OH:10])=[O:9])[CH2:3][CH2:2]1.[CH2:13](O)[C:14]1[CH:19]=[CH:18][CH:17]=[CH:16][CH:15]=1.S(Cl)([Cl:23])=O.C1CCC(CN)(CC(O)=O)CC1.Cl, predict the reaction product. The product is: [ClH:23].[NH2:12][CH2:11][C:4]1([CH2:7][C:8]([O:10][CH2:13][C:14]2[CH:19]=[CH:18][CH:17]=[CH:16][CH:15]=2)=[O:9])[CH2:3][CH2:2][CH2:1][CH2:6][CH2:5]1. (5) Given the reactants [CH:1]12[NH:8][CH:5]([CH2:6][CH2:7]1)[CH2:4][CH:3]([C:9]1[N:13]=[C:12]([NH:14][C:15]3[C:20]([O:21][C:22]4[C:23]([CH3:28])=[N:24][CH:25]=[CH:26][CH:27]=4)=[CH:19][C:18]([S:29][C:30]4[CH:35]=[CH:34][CH:33]=[CH:32][N:31]=4)=[CH:17][N:16]=3)[S:11][N:10]=1)[CH2:2]2.C(N(CC)CC)C.[C:43](OC(=O)C)(=[O:45])[CH3:44].[ClH:50], predict the reaction product. The product is: [ClH:50].[CH3:28][C:23]1[C:22]([O:21][C:20]2[C:15]([NH:14][C:12]3[S:11][N:10]=[C:9]([CH:3]4[CH2:4][CH:5]5[N:8]([C:43](=[O:45])[CH3:44])[CH:1]([CH2:7][CH2:6]5)[CH2:2]4)[N:13]=3)=[N:16][CH:17]=[C:18]([S:29][C:30]3[CH:35]=[CH:34][CH:33]=[CH:32][N:31]=3)[CH:19]=2)=[CH:27][CH:26]=[CH:25][N:24]=1.